From a dataset of Catalyst prediction with 721,799 reactions and 888 catalyst types from USPTO. Predict which catalyst facilitates the given reaction. (1) Reactant: [CH3:1][C:2]1([CH3:29])[CH2:7][CH:6]([CH2:8][O:9][C:10]2[C:11]([C:20]3[CH:25]=[C:24]([O:26][CH3:27])[CH:23]=[CH:22][C:21]=3[F:28])=[N:12][CH:13]=[C:14]([CH:19]=2)[C:15](OC)=[O:16])[CH2:5][CH2:4][O:3]1.[BH4-].[Na+]. Product: [CH3:1][C:2]1([CH3:29])[CH2:7][CH:6]([CH2:8][O:9][C:10]2[CH:19]=[C:14]([CH2:15][OH:16])[CH:13]=[N:12][C:11]=2[C:20]2[CH:25]=[C:24]([O:26][CH3:27])[CH:23]=[CH:22][C:21]=2[F:28])[CH2:5][CH2:4][O:3]1. The catalyst class is: 5. (2) Reactant: [CH2:1]([O:3][C:4]1[CH:9]=[CH:8][CH:7]=[CH:6][C:5]=1[C:10]1[NH:15][C:14](=[O:16])[C:13]2=[C:17]([CH2:23][CH3:24])[N:18]=[C:19]([CH2:20][CH2:21][CH3:22])[N:12]2[N:11]=1)[CH3:2].[Br:25][CH2:26][C:27](Br)=[O:28].[Al+3].[Cl-].[Cl-].[Cl-]. Product: [Br:25][CH2:26][C:27]([C:7]1[CH:8]=[CH:9][C:4]([O:3][CH2:1][CH3:2])=[C:5]([C:10]2[NH:15][C:14](=[O:16])[C:13]3=[C:17]([CH2:23][CH3:24])[N:18]=[C:19]([CH2:20][CH2:21][CH3:22])[N:12]3[N:11]=2)[CH:6]=1)=[O:28]. The catalyst class is: 2. (3) The catalyst class is: 3. Product: [CH3:21][N:1]1[CH:5]=[CH:4][CH:3]=[C:2]1[C:6]1[CH:7]=[C:8]2[C:12](=[CH:13][CH:14]=1)[NH:11][C:10](=[O:15])[C:9]12[CH2:20][CH2:19][CH2:18][CH2:17][CH2:16]1. Reactant: [NH:1]1[CH:5]=[CH:4][CH:3]=[C:2]1[C:6]1[CH:7]=[C:8]2[C:12](=[CH:13][CH:14]=1)[NH:11][C:10](=[O:15])[C:9]12[CH2:20][CH2:19][CH2:18][CH2:17][CH2:16]1.[C:21](=O)([O-])[O-].[K+].[K+].IC.O. (4) Reactant: C(OC(=O)[N:7]([CH2:16][C:17]1[CH:22]=[CH:21][C:20]([O:23][C:24]2[CH:29]=[N:28][C:27]([C:30](=[O:32])[NH2:31])=[CH:26][N:25]=2)=[CH:19][CH:18]=1)[CH2:8][CH2:9][C:10]1[CH:15]=[CH:14][CH:13]=[CH:12][CH:11]=1)(C)(C)C.C(O)(C(F)(F)F)=O. Product: [CH2:8]([NH:7][CH2:16][C:17]1[CH:22]=[CH:21][C:20]([O:23][C:24]2[N:25]=[CH:26][C:27]([C:30]([NH2:31])=[O:32])=[N:28][CH:29]=2)=[CH:19][CH:18]=1)[CH2:9][C:10]1[CH:11]=[CH:12][CH:13]=[CH:14][CH:15]=1. The catalyst class is: 4. (5) Reactant: [Br:1][C:2]1[CH:3]=[C:4]([CH2:9][CH2:10][C:11]([O:13][CH3:14])=[O:12])[CH:5]=[CH:6][C:7]=1[OH:8].[H-].[Na+].Br[CH:18]1[CH2:22][CH2:21][CH2:20][CH2:19]1.C(OC(C)C)(C)C. Product: [Br:1][C:2]1[CH:3]=[C:4]([CH2:9][CH2:10][C:11]([O:13][CH3:14])=[O:12])[CH:5]=[CH:6][C:7]=1[O:8][CH:18]1[CH2:22][CH2:21][CH2:20][CH2:19]1. The catalyst class is: 18. (6) Reactant: [N:1]1[CH:6]=[CH:5][CH:4]=[C:3]([C@@H:7]2[CH2:9][O:8]2)[CH:2]=1.[NH2:10][C@H:11]([CH3:31])[CH2:12][C:13]1[C:21]2[C:16](=[C:17]([O:22][CH2:23][C:24]([N:26]([CH2:29][CH3:30])[CH2:27][CH3:28])=[O:25])[CH:18]=[CH:19][CH:20]=2)[NH:15][CH:14]=1. Product: [CH2:29]([N:26]([CH2:27][CH3:28])[C:24](=[O:25])[CH2:23][O:22][C:17]1[CH:18]=[CH:19][CH:20]=[C:21]2[C:16]=1[NH:15][CH:14]=[C:13]2[CH2:12][C@H:11]([NH:10][CH2:9][C@H:7]([OH:8])[C:3]1[CH:2]=[N:1][CH:6]=[CH:5][CH:4]=1)[CH3:31])[CH3:30]. The catalyst class is: 97. (7) Reactant: [Cl:1][C:2]1[CH:7]=[CH:6][CH:5]=[C:4]([F:8])[C:3]=1[C:9]1[NH:13][C:12](=[O:14])[N:11]([C:15]2[CH:23]=[CH:22][C:18]([C:19]([OH:21])=O)=[C:17]([O:24][CH3:25])[CH:16]=2)[N:10]=1.C(N(C(C)C)CC)(C)C.CN(C(ON1N=NC2C=CC=CC1=2)=[N+](C)C)C.[B-](F)(F)(F)F.[F:57][C:58]([F:70])([F:69])[C:59]1[CH:64]=[CH:63][CH:62]=[CH:61][C:60]=1[C:65]1([NH2:68])[CH2:67][CH2:66]1. Product: [Cl:1][C:2]1[CH:7]=[CH:6][CH:5]=[C:4]([F:8])[C:3]=1[C:9]1[NH:13][C:12](=[O:14])[N:11]([C:15]2[CH:23]=[CH:22][C:18]([C:19]([NH:68][C:65]3([C:60]4[CH:61]=[CH:62][CH:63]=[CH:64][C:59]=4[C:58]([F:57])([F:69])[F:70])[CH2:67][CH2:66]3)=[O:21])=[C:17]([O:24][CH3:25])[CH:16]=2)[N:10]=1. The catalyst class is: 1.